This data is from CYP2D6 inhibition data for predicting drug metabolism from PubChem BioAssay. The task is: Regression/Classification. Given a drug SMILES string, predict its absorption, distribution, metabolism, or excretion properties. Task type varies by dataset: regression for continuous measurements (e.g., permeability, clearance, half-life) or binary classification for categorical outcomes (e.g., BBB penetration, CYP inhibition). Dataset: cyp2d6_veith. (1) The drug is Cc1cc(Cl)ccc1NC(=O)CN1CCC(C(O)(c2ccccc2)c2ccccc2)CC1. The result is 1 (inhibitor). (2) The drug is Cc1sc(NC(=O)c2ccccc2)c(C(=O)NCCN(C)C)c1C. The result is 1 (inhibitor). (3) The compound is CC1=C(C(N)=O)C(c2ccccn2)n2nc(SCc3ccccc3Cl)nc2N1. The result is 0 (non-inhibitor). (4) The molecule is Cc1cccc(CNc2ncncc2-c2ccccc2C(F)(F)F)c1. The result is 1 (inhibitor). (5) The molecule is CC(=O)N(C[C@@H](C)C(=O)O)c1c(I)cc(I)c(N)c1I. The result is 0 (non-inhibitor). (6) The drug is COCCn1c(=O)c(-c2ccc(F)cc2)nc2cnc(Oc3ccccc3)nc21. The result is 0 (non-inhibitor). (7) The result is 0 (non-inhibitor). The molecule is COc1ccc(/C=C2\N=C(SC)N(C)C2=O)cc1. (8) The compound is CC(=O)N1CCC2(CC1)CN(C(=O)Nc1cccc(C#N)c1)C2. The result is 0 (non-inhibitor). (9) The compound is c1csc(CNc2ccnc(-c3ccoc3)n2)c1. The result is 1 (inhibitor).